From a dataset of Reaction yield outcomes from USPTO patents with 853,638 reactions. Predict the reaction yield, written as a fraction of the theoretical maximum amount of product (1.0 means a 100% yield; for example, 0.34 means a 34% yield). (1) The reactants are [NH3:1].Cl[C:3]1[C:4]2[N:5]([C:9]([CH:18]3[CH2:21][CH2:20][CH2:19]3)=[N:10][C:11]=2[C:12]2[CH:17]=[CH:16][CH:15]=[CH:14][CH:13]=2)[CH:6]=[CH:7][N:8]=1. The catalyst is N.CC(O)C. The product is [CH:18]1([C:9]2[N:5]3[CH:6]=[CH:7][N:8]=[C:3]([NH2:1])[C:4]3=[C:11]([C:12]3[CH:17]=[CH:16][CH:15]=[CH:14][CH:13]=3)[N:10]=2)[CH2:21][CH2:20][CH2:19]1. The yield is 0.700. (2) The reactants are Cl[C:2]1[N:7]2[N:8]=[CH:9][CH:10]=[C:6]2[N:5]=[C:4]([NH:11][C:12](=[O:23])[C:13]2[CH:18]=[CH:17][C:16]([C:19]([OH:22])([CH3:21])[CH3:20])=[CH:15][CH:14]=2)[CH:3]=1.[NH:24]1[CH2:29][CH2:28][CH:27]([CH2:30][OH:31])[CH2:26][CH2:25]1. The catalyst is CN1C(=O)CCC1.CS(C)=O.CO. The product is [OH:31][CH2:30][CH:27]1[CH2:28][CH2:29][N:24]([C:2]2[N:7]3[N:8]=[CH:9][CH:10]=[C:6]3[N:5]=[C:4]([NH:11][C:12](=[O:23])[C:13]3[CH:18]=[CH:17][C:16]([C:19]([OH:22])([CH3:21])[CH3:20])=[CH:15][CH:14]=3)[CH:3]=2)[CH2:25][CH2:26]1. The yield is 0.890.